From a dataset of NCI-60 drug combinations with 297,098 pairs across 59 cell lines. Regression. Given two drug SMILES strings and cell line genomic features, predict the synergy score measuring deviation from expected non-interaction effect. (1) Drug 1: CCC1=CC2CC(C3=C(CN(C2)C1)C4=CC=CC=C4N3)(C5=C(C=C6C(=C5)C78CCN9C7C(C=CC9)(C(C(C8N6C)(C(=O)OC)O)OC(=O)C)CC)OC)C(=O)OC.C(C(C(=O)O)O)(C(=O)O)O. Drug 2: CN(C)N=NC1=C(NC=N1)C(=O)N. Cell line: MALME-3M. Synergy scores: CSS=35.1, Synergy_ZIP=0.326, Synergy_Bliss=-1.65, Synergy_Loewe=-36.3, Synergy_HSA=-3.45. (2) Drug 1: CC1=C(C=C(C=C1)C(=O)NC2=CC(=CC(=C2)C(F)(F)F)N3C=C(N=C3)C)NC4=NC=CC(=N4)C5=CN=CC=C5. Drug 2: C(CCl)NC(=O)N(CCCl)N=O. Cell line: DU-145. Synergy scores: CSS=-2.29, Synergy_ZIP=3.26, Synergy_Bliss=-0.391, Synergy_Loewe=-4.74, Synergy_HSA=-5.65. (3) Drug 1: C1=CC=C(C(=C1)C(C2=CC=C(C=C2)Cl)C(Cl)Cl)Cl. Drug 2: CC1CCC2CC(C(=CC=CC=CC(CC(C(=O)C(C(C(=CC(C(=O)CC(OC(=O)C3CCCCN3C(=O)C(=O)C1(O2)O)C(C)CC4CCC(C(C4)OC)O)C)C)O)OC)C)C)C)OC. Cell line: MCF7. Synergy scores: CSS=4.54, Synergy_ZIP=-0.354, Synergy_Bliss=-0.945, Synergy_Loewe=-0.0412, Synergy_HSA=-2.35. (4) Drug 1: CC(CN1CC(=O)NC(=O)C1)N2CC(=O)NC(=O)C2. Drug 2: CN(C(=O)NC(C=O)C(C(C(CO)O)O)O)N=O. Cell line: SR. Synergy scores: CSS=54.7, Synergy_ZIP=-1.89, Synergy_Bliss=-1.59, Synergy_Loewe=-3.27, Synergy_HSA=0.469. (5) Drug 1: CCC(=C(C1=CC=CC=C1)C2=CC=C(C=C2)OCCN(C)C)C3=CC=CC=C3.C(C(=O)O)C(CC(=O)O)(C(=O)O)O. Drug 2: C1CN1C2=NC(=NC(=N2)N3CC3)N4CC4. Cell line: K-562. Synergy scores: CSS=26.8, Synergy_ZIP=-2.36, Synergy_Bliss=-1.84, Synergy_Loewe=-15.0, Synergy_HSA=0.861. (6) Drug 1: C1CN(CCN1C(=O)CCBr)C(=O)CCBr. Drug 2: CN(C(=O)NC(C=O)C(C(C(CO)O)O)O)N=O. Cell line: OVCAR-5. Synergy scores: CSS=8.71, Synergy_ZIP=-4.21, Synergy_Bliss=-0.549, Synergy_Loewe=-13.8, Synergy_HSA=-2.20.